This data is from Full USPTO retrosynthesis dataset with 1.9M reactions from patents (1976-2016). The task is: Predict the reactants needed to synthesize the given product. (1) Given the product [NH3:8].[CH2:1]([N:8]1[CH2:13][CH2:12][C:11]([CH3:29])([C:14]2[CH:19]=[CH:18][CH:17]=[C:16]([C:20]3[N:21]=[N:22][NH:23][CH:24]=3)[CH:15]=2)[CH2:10][CH2:9]1)[C:2]1[CH:7]=[CH:6][CH:5]=[CH:4][CH:3]=1, predict the reactants needed to synthesize it. The reactants are: [CH2:1]([N:8]1[CH2:13][CH2:12][C:11]([CH3:29])([C:14]2[CH:19]=[CH:18][CH:17]=[C:16]([C:20]3[N:21]=[N:22][NH:23][C:24]=3[Si](C)(C)C)[CH:15]=2)[CH2:10][CH2:9]1)[C:2]1[CH:7]=[CH:6][CH:5]=[CH:4][CH:3]=1.[OH-].[Na+]. (2) Given the product [CH3:15][O:14][C:12](=[O:13])[C:11](=[O:17])[C:7]1[CH:6]=[C:5]2[C:10](=[CH:9][CH:8]=1)[N:1]=[CH:2][CH:3]=[CH:4]2, predict the reactants needed to synthesize it. The reactants are: [N:1]1[C:10]2[C:5](=[CH:6][C:7]([CH2:11][C:12]([O:14][CH3:15])=[O:13])=[CH:8][CH:9]=2)[CH:4]=[CH:3][CH:2]=1.[Se](=O)=[O:17]. (3) The reactants are: [Cl:1][CH2:2][C:3]1[CH:8]=[CH:7][C:6]([S:9][CH:10]2[CH2:13][N:12]([C:14]([C:16]3[O:17][C:18]([C:21]4[CH:26]=[CH:25][CH:24]=[CH:23][CH:22]=4)=[N:19][N:20]=3)=[O:15])[CH2:11]2)=[CH:5][CH:4]=1.[CH3:27][O:28][CH2:29][CH2:30][NH:31][CH3:32]. Given the product [ClH:1].[CH3:27][O:28][CH2:29][CH2:30][N:31]([CH2:2][C:3]1[CH:8]=[CH:7][C:6]([S:9][CH:10]2[CH2:13][N:12]([C:14]([C:16]3[O:17][C:18]([C:21]4[CH:26]=[CH:25][CH:24]=[CH:23][CH:22]=4)=[N:19][N:20]=3)=[O:15])[CH2:11]2)=[CH:5][CH:4]=1)[CH3:32], predict the reactants needed to synthesize it. (4) Given the product [CH3:9][S:8][C:4]1[CH:3]=[C:2]([C:19]2([OH:22])[CH2:20][CH2:21][N:16]([CH2:13][CH2:14][CH3:15])[CH2:17][CH2:18]2)[CH:7]=[CH:6][CH:5]=1, predict the reactants needed to synthesize it. The reactants are: Br[C:2]1[CH:3]=[C:4]([S:8][CH3:9])[CH:5]=[CH:6][CH:7]=1.[Mg].II.[CH2:13]([N:16]1[CH2:21][CH2:20][C:19](=[O:22])[CH2:18][CH2:17]1)[CH2:14][CH3:15].